This data is from Catalyst prediction with 721,799 reactions and 888 catalyst types from USPTO. The task is: Predict which catalyst facilitates the given reaction. (1) Reactant: [Cl:1][C:2]1[C:7]([NH2:8])=[CH:6][N:5]=[C:4]2[NH:9][CH:10]=[CH:11][C:3]=12.F[C:13]1[C:18]([C:19]#[N:20])=[CH:17][N:16]=[CH:15][C:14]=1[C:21]1[CH:26]=[CH:25][C:24]([O:27][CH2:28]COC)=[C:23]([O:32][CH3:33])[CH:22]=1. Product: [Cl:1][C:2]1[C:7]([NH:8][C:13]2[C:18]([C:19]#[N:20])=[CH:17][N:16]=[CH:15][C:14]=2[C:21]2[CH:26]=[CH:25][C:24]([O:27][CH3:28])=[C:23]([O:32][CH3:33])[CH:22]=2)=[CH:6][N:5]=[C:4]2[NH:9][CH:10]=[CH:11][C:3]=12. The catalyst class is: 16. (2) Reactant: C[O-].[Na+].Br[C:5]1[C:10]([O:11][CH3:12])=[CH:9][CH:8]=[C:7]([I:13])[N:6]=1.[C:14]([O-])(O)=[O:15].[Na+].C(Cl)Cl. Product: [I:13][C:7]1[N:6]=[C:5]([O:15][CH3:14])[C:10]([O:11][CH3:12])=[CH:9][CH:8]=1. The catalyst class is: 3.